Task: Regression. Given two drug SMILES strings and cell line genomic features, predict the synergy score measuring deviation from expected non-interaction effect.. Dataset: NCI-60 drug combinations with 297,098 pairs across 59 cell lines (1) Drug 1: CC1=CC2C(CCC3(C2CCC3(C(=O)C)OC(=O)C)C)C4(C1=CC(=O)CC4)C. Drug 2: C1C(C(OC1N2C=NC3=C(N=C(N=C32)Cl)N)CO)O. Cell line: SK-MEL-28. Synergy scores: CSS=2.03, Synergy_ZIP=6.98, Synergy_Bliss=4.10, Synergy_Loewe=-5.84, Synergy_HSA=-0.261. (2) Drug 1: C1CN1C2=NC(=NC(=N2)N3CC3)N4CC4. Drug 2: CN(CC1=CN=C2C(=N1)C(=NC(=N2)N)N)C3=CC=C(C=C3)C(=O)NC(CCC(=O)O)C(=O)O. Cell line: MDA-MB-231. Synergy scores: CSS=29.5, Synergy_ZIP=-8.70, Synergy_Bliss=-3.11, Synergy_Loewe=1.16, Synergy_HSA=0.795. (3) Drug 1: CC1=C(C=C(C=C1)NC2=NC=CC(=N2)N(C)C3=CC4=NN(C(=C4C=C3)C)C)S(=O)(=O)N.Cl. Drug 2: CCC1(CC2CC(C3=C(CCN(C2)C1)C4=CC=CC=C4N3)(C5=C(C=C6C(=C5)C78CCN9C7C(C=CC9)(C(C(C8N6C=O)(C(=O)OC)O)OC(=O)C)CC)OC)C(=O)OC)O.OS(=O)(=O)O. Cell line: SK-OV-3. Synergy scores: CSS=19.6, Synergy_ZIP=-1.42, Synergy_Bliss=6.79, Synergy_Loewe=-6.00, Synergy_HSA=4.75. (4) Drug 1: CCCCC(=O)OCC(=O)C1(CC(C2=C(C1)C(=C3C(=C2O)C(=O)C4=C(C3=O)C=CC=C4OC)O)OC5CC(C(C(O5)C)O)NC(=O)C(F)(F)F)O. Drug 2: COCCOC1=C(C=C2C(=C1)C(=NC=N2)NC3=CC=CC(=C3)C#C)OCCOC.Cl. Cell line: HT29. Synergy scores: CSS=40.1, Synergy_ZIP=-2.21, Synergy_Bliss=-1.24, Synergy_Loewe=-2.99, Synergy_HSA=-3.34. (5) Drug 1: CC12CCC3C(C1CCC2O)C(CC4=C3C=CC(=C4)O)CCCCCCCCCS(=O)CCCC(C(F)(F)F)(F)F. Drug 2: N.N.Cl[Pt+2]Cl. Cell line: HT29. Synergy scores: CSS=19.5, Synergy_ZIP=-6.17, Synergy_Bliss=1.77, Synergy_Loewe=-8.23, Synergy_HSA=1.46. (6) Drug 1: CCCS(=O)(=O)NC1=C(C(=C(C=C1)F)C(=O)C2=CNC3=C2C=C(C=N3)C4=CC=C(C=C4)Cl)F. Drug 2: B(C(CC(C)C)NC(=O)C(CC1=CC=CC=C1)NC(=O)C2=NC=CN=C2)(O)O. Cell line: M14. Synergy scores: CSS=29.7, Synergy_ZIP=-3.50, Synergy_Bliss=-5.82, Synergy_Loewe=-5.34, Synergy_HSA=-5.47.